Dataset: CYP1A2 inhibition data for predicting drug metabolism from PubChem BioAssay. Task: Regression/Classification. Given a drug SMILES string, predict its absorption, distribution, metabolism, or excretion properties. Task type varies by dataset: regression for continuous measurements (e.g., permeability, clearance, half-life) or binary classification for categorical outcomes (e.g., BBB penetration, CYP inhibition). Dataset: cyp1a2_veith. The drug is O=C(O)[C@H](CCc1ccccc1)N1C(=O)c2ccccc2C1=O. The result is 0 (non-inhibitor).